Dataset: NCI-60 drug combinations with 297,098 pairs across 59 cell lines. Task: Regression. Given two drug SMILES strings and cell line genomic features, predict the synergy score measuring deviation from expected non-interaction effect. Drug 1: CN1CCC(CC1)COC2=C(C=C3C(=C2)N=CN=C3NC4=C(C=C(C=C4)Br)F)OC. Synergy scores: CSS=59.3, Synergy_ZIP=0.369, Synergy_Bliss=0.00443, Synergy_Loewe=-5.81, Synergy_HSA=0.397. Cell line: CCRF-CEM. Drug 2: COC1=NC(=NC2=C1N=CN2C3C(C(C(O3)CO)O)O)N.